This data is from Forward reaction prediction with 1.9M reactions from USPTO patents (1976-2016). The task is: Predict the product of the given reaction. (1) Given the reactants [F:1][C:2]1[CH:3]=[CH:4][C:5]([C:8]2[C:12](/[CH:13]=[CH:14]/[C:15]3[S:16][C:17]([C:21]([OH:23])=O)=[C:18]([CH3:20])[N:19]=3)=[C:11]([CH3:24])[O:10][N:9]=2)=[N:6][CH:7]=1.[CH:25]1([NH2:28])[CH2:27][CH2:26]1, predict the reaction product. The product is: [CH:25]1([NH:28][C:21]([C:17]2[S:16][C:15](/[CH:14]=[CH:13]/[C:12]3[C:8]([C:5]4[CH:4]=[CH:3][C:2]([F:1])=[CH:7][N:6]=4)=[N:9][O:10][C:11]=3[CH3:24])=[N:19][C:18]=2[CH3:20])=[O:23])[CH2:27][CH2:26]1. (2) Given the reactants [CH:1]([CH:4]1[CH2:8][CH2:7][C:6]([CH3:12])([C:9]([OH:11])=O)[CH2:5]1)([CH3:3])[CH3:2].[F:13][C:14]([F:28])([F:27])[C:15]1[C:16]([N:21]2[CH2:26][CH2:25][NH:24][CH2:23][CH2:22]2)=[N:17][CH:18]=[CH:19][CH:20]=1.F[P-](F)(F)(F)(F)F.N1(O[P+](N(C)C)(N(C)C)N(C)C)C2C=CC=CC=2N=N1, predict the reaction product. The product is: [CH:1]([CH:4]1[CH2:8][CH2:7][C:6]([C:9]([N:24]2[CH2:25][CH2:26][N:21]([C:16]3[C:15]([C:14]([F:28])([F:13])[F:27])=[CH:20][CH:19]=[CH:18][N:17]=3)[CH2:22][CH2:23]2)=[O:11])([CH3:12])[CH2:5]1)([CH3:2])[CH3:3]. (3) Given the reactants [Cl:1][C:2]1[CH:7]=[CH:6][C:5]([C@H:8]2[N:15]3[C:11]([S:12][C:13]([C:19]([N:21]4[C@H:28]([CH2:29][CH3:30])[CH2:27][CH2:26][C@H:22]4[C:23]([OH:25])=O)=[O:20])=[C:14]3[CH:16]([CH3:18])[CH3:17])=[N:10][C@:9]2([C:32]2[CH:37]=[CH:36][C:35]([Cl:38])=[CH:34][CH:33]=2)[CH3:31])=[CH:4][CH:3]=1.[Cl-].[NH4+:40], predict the reaction product. The product is: [Cl:1][C:2]1[CH:7]=[CH:6][C:5]([C@H:8]2[N:15]3[C:11]([S:12][C:13]([C:19]([N:21]4[C@H:28]([CH2:29][CH3:30])[CH2:27][CH2:26][C@H:22]4[C:23]([NH2:40])=[O:25])=[O:20])=[C:14]3[CH:16]([CH3:18])[CH3:17])=[N:10][C@:9]2([C:32]2[CH:37]=[CH:36][C:35]([Cl:38])=[CH:34][CH:33]=2)[CH3:31])=[CH:4][CH:3]=1. (4) Given the reactants [NH2:1][C:2]1[CH:7]=[CH:6][C:5]([OH:8])=[CH:4][C:3]=1[N+:9]([O-:11])=[O:10].F[C:13]1[CH:20]=[CH:19][C:16]([CH:17]=[O:18])=[CH:15][CH:14]=1.C([O-])([O-])=O.[Cs+].[Cs+].O, predict the reaction product. The product is: [NH2:1][C:2]1[CH:7]=[CH:6][C:5]([O:8][C:13]2[CH:20]=[CH:19][C:16]([CH:17]=[O:18])=[CH:15][CH:14]=2)=[CH:4][C:3]=1[N+:9]([O-:11])=[O:10]. (5) Given the reactants [N:1]([CH2:4][C@@H:5]1[C@@H:9]([C:10]([O:12]C)=[O:11])[O:8][C:7]([CH3:15])([CH3:14])[N:6]1[C:16]([O:18][C:19]([CH3:22])([CH3:21])[CH3:20])=[O:17])=[N+:2]=[N-:3].[OH-].[K+], predict the reaction product. The product is: [N:1]([CH2:4][C@@H:5]1[C@@H:9]([C:10]([OH:12])=[O:11])[O:8][C:7]([CH3:15])([CH3:14])[N:6]1[C:16]([O:18][C:19]([CH3:22])([CH3:21])[CH3:20])=[O:17])=[N+:2]=[N-:3]. (6) The product is: [CH:15]([C:14]1[C:10]2[C:11](=[CH:2][CH:3]=[C:4]([C:5]([O:7][CH3:8])=[O:6])[CH:9]=2)[NH:12][CH:13]=1)([CH3:17])[CH3:16]. Given the reactants I[C:2]1[CH:3]=[C:4]([CH:9]=[CH:10][C:11]=1[NH:12][CH2:13][CH:14]=[C:15]([CH3:17])[CH3:16])[C:5]([O:7][CH3:8])=[O:6], predict the reaction product. (7) Given the reactants [C:1]([O:5][C:6](=[O:29])[N:7]([CH:9]([CH3:28])[C:10]([NH:12][C:13]1[CH:18]=[CH:17][C:16](Br)=[C:15]([C:20]#[C:21][C:22]2[CH:27]=[CH:26][CH:25]=[CH:24][CH:23]=2)[N:14]=1)=[O:11])[CH3:8])([CH3:4])([CH3:3])[CH3:2].[CH2:30](B1C2CCCC1CCC2)[C:31]1[CH:36]=[CH:35][CH:34]=[CH:33][CH:32]=1, predict the reaction product. The product is: [C:1]([O:5][C:6](=[O:29])[N:7]([CH:9]([CH3:28])[C:10]([NH:12][C:13]1[CH:18]=[CH:17][C:16]([CH2:30][C:31]2[CH:36]=[CH:35][CH:34]=[CH:33][CH:32]=2)=[C:15]([C:20]#[C:21][C:22]2[CH:27]=[CH:26][CH:25]=[CH:24][CH:23]=2)[N:14]=1)=[O:11])[CH3:8])([CH3:4])([CH3:3])[CH3:2]. (8) Given the reactants [Cl:1][C:2]1[CH:7]=[CH:6][C:5]([Mg]Br)=[CH:4][CH:3]=1.[Br:10][C:11]1[CH:12]=[C:13]([C:28]2[N:32]=[C:31]([C:33]([O:35]CC)=O)[O:30][N:29]=2)[CH:14]=[C:15]([Br:27])[C:16]=1[O:17]CC1C=CC(OC)=CC=1.[Cl-:38].[NH4+], predict the reaction product. The product is: [Cl:1][C:2]1[CH:7]=[CH:6][C:5]([C:33]([C:2]2[CH:7]=[CH:6][C:5]([Cl:38])=[CH:4][CH:3]=2)([OH:35])[C:31]2[O:30][N:29]=[C:28]([C:13]3[CH:14]=[C:15]([Br:27])[C:16]([OH:17])=[C:11]([Br:10])[CH:12]=3)[N:32]=2)=[CH:4][CH:3]=1. (9) Given the reactants [C:1]([N:20]1[CH2:25][CH2:24][CH2:23][C:22](=O)[CH2:21]1)([C:14]1[CH:19]=[CH:18][CH:17]=[CH:16][CH:15]=1)([C:8]1[CH:13]=[CH:12][CH:11]=[CH:10][CH:9]=1)[C:2]1[CH:7]=[CH:6][CH:5]=[CH:4][CH:3]=1.S([O-])([O-])(=O)=O.[Mg+2].[NH:33]1CCCC1.C(O[CH:41]=[CH:42][C:43](=O)[C:44]([F:47])([F:46])[F:45])C.C([O-])(=O)C.[NH4+], predict the reaction product. The product is: [F:45][C:44]([F:47])([F:46])[C:43]1[CH:42]=[CH:41][C:23]2[CH2:24][CH2:25][N:20]([C:1]([C:14]3[CH:19]=[CH:18][CH:17]=[CH:16][CH:15]=3)([C:8]3[CH:13]=[CH:12][CH:11]=[CH:10][CH:9]=3)[C:2]3[CH:7]=[CH:6][CH:5]=[CH:4][CH:3]=3)[CH2:21][C:22]=2[N:33]=1. (10) Given the reactants [OH:1][C:2]1[CH:7]=[C:6](C)[CH:5]=[CH:4][N:3]=1.Br[CH2:10][C:11]([O:13][CH2:14][CH3:15])=[O:12].[C:16](=O)([O-])[O-].[K+].[K+].CCCCCCC, predict the reaction product. The product is: [CH2:14]([O:13][C:11](=[O:12])[CH2:10][N:3]1[CH:4]=[C:5]([CH3:16])[CH:6]=[CH:7][C:2]1=[O:1])[CH3:15].